From a dataset of Reaction yield outcomes from USPTO patents with 853,638 reactions. Predict the reaction yield, written as a fraction of the theoretical maximum amount of product (1.0 means a 100% yield; for example, 0.34 means a 34% yield). The yield is 0.984. The reactants are [Br:1][C:2]1[C:3]([CH2:22][C:23]([O:25]CC)=[O:24])=[CH:4][C:5]([NH:8][C:9]2[S:10][CH:11]=[C:12]([CH2:14][CH2:15][C:16]3[CH:21]=[CH:20][CH:19]=[CH:18][CH:17]=3)[N:13]=2)=[N:6][CH:7]=1.[OH-].[Na+].Cl. The product is [Br:1][C:2]1[C:3]([CH2:22][C:23]([OH:25])=[O:24])=[CH:4][C:5]([NH:8][C:9]2[S:10][CH:11]=[C:12]([CH2:14][CH2:15][C:16]3[CH:21]=[CH:20][CH:19]=[CH:18][CH:17]=3)[N:13]=2)=[N:6][CH:7]=1. The catalyst is C1COCC1.